From a dataset of Catalyst prediction with 721,799 reactions and 888 catalyst types from USPTO. Predict which catalyst facilitates the given reaction. Reactant: C([O:3][C:4](=[O:16])[CH2:5][O:6][C:7]1[CH:12]=[CH:11][C:10]([CH:13]([CH3:15])[CH3:14])=[CH:9][CH:8]=1)C.[OH-].[Na+]. Product: [CH:13]([C:10]1[CH:11]=[CH:12][C:7]([O:6][CH2:5][C:4]([OH:16])=[O:3])=[CH:8][CH:9]=1)([CH3:15])[CH3:14]. The catalyst class is: 5.